Dataset: Full USPTO retrosynthesis dataset with 1.9M reactions from patents (1976-2016). Task: Predict the reactants needed to synthesize the given product. (1) Given the product [CH2:1]([O:8][C:9]([NH:11][C:12]1[CH:20]=[CH:19][C:15]([C:16]([NH:49][CH:48]([CH2:50][OH:51])[C:47]([O:46][CH3:45])=[O:52])=[O:18])=[C:14]([F:21])[CH:13]=1)=[O:10])[C:2]1[CH:3]=[CH:4][CH:5]=[CH:6][CH:7]=1, predict the reactants needed to synthesize it. The reactants are: [CH2:1]([O:8][C:9]([NH:11][C:12]1[CH:20]=[CH:19][C:15]([C:16]([OH:18])=O)=[C:14]([F:21])[CH:13]=1)=[O:10])[C:2]1[CH:7]=[CH:6][CH:5]=[CH:4][CH:3]=1.Cl.CN(C)CCCN=C=NCC.OC1C2N=NNC=2C=CC=1.Cl.[CH3:45][O:46][C:47](=[O:52])[C@H:48]([CH2:50][OH:51])[NH2:49].C(N(C(C)C)CC)(C)C. (2) Given the product [CH2:1]([O:8][C:9]1[CH:14]=[CH:13][N+:12]([O-:37])=[C:11]([C:15]([NH:17][C:18]2[CH:27]=[CH:26][C:25]([Br:28])=[CH:24][C:19]=2[C:20]([OH:22])=[O:21])=[O:16])[CH:10]=1)[C:2]1[CH:7]=[CH:6][CH:5]=[CH:4][CH:3]=1, predict the reactants needed to synthesize it. The reactants are: [CH2:1]([O:8][C:9]1[CH:14]=[CH:13][N:12]=[C:11]([C:15]([NH:17][C:18]2[CH:27]=[CH:26][C:25]([Br:28])=[CH:24][C:19]=2[C:20]([O:22]C)=[O:21])=[O:16])[CH:10]=1)[C:2]1[CH:7]=[CH:6][CH:5]=[CH:4][CH:3]=1.C1C=C(Cl)C=C(C(OO)=[O:37])C=1.[OH-].[Na+]. (3) Given the product [C:15]([O:19][C:20]([N:22]1[C@@H:27]([C@@H:28]([OH:40])[C@@H:29]([NH:39][C:8](=[O:10])[CH3:9])[CH2:30][C:31]2[CH:32]=[C:33]([F:38])[CH:34]=[C:35]([F:37])[CH:36]=2)[CH2:26][O:25][C@@H:24]([CH2:41][CH2:42][CH:43]2[CH2:48][CH2:47][CH2:46][CH2:45][CH2:44]2)[CH2:23]1)=[O:21])([CH3:18])([CH3:16])[CH3:17], predict the reactants needed to synthesize it. The reactants are: C(N(CC)CC)C.[C:8](OC(=O)C)(=[O:10])[CH3:9].[C:15]([O:19][C:20]([N:22]1[C@@H:27]([C@@H:28]([OH:40])[C@@H:29]([NH2:39])[CH2:30][C:31]2[CH:36]=[C:35]([F:37])[CH:34]=[C:33]([F:38])[CH:32]=2)[CH2:26][O:25][C@@H:24]([CH2:41][CH2:42][CH:43]2[CH2:48][CH2:47][CH2:46][CH2:45][CH2:44]2)[CH2:23]1)=[O:21])([CH3:18])([CH3:17])[CH3:16].